This data is from Retrosynthesis with 50K atom-mapped reactions and 10 reaction types from USPTO. The task is: Predict the reactants needed to synthesize the given product. (1) Given the product Cn1cncc1-c1cc2nccc(Oc3ccc(NC(=O)CC(=O)Nc4ccccc4O)cc3F)c2s1, predict the reactants needed to synthesize it. The reactants are: COc1ccccc1NC(=O)CC(=O)Nc1ccc(Oc2ccnc3cc(-c4cncn4C)sc23)c(F)c1. (2) Given the product COc1cc(C#Cc2ccc(C#C[Si](C)(C)C)cc2)cc(OC)c1, predict the reactants needed to synthesize it. The reactants are: C#Cc1cc(OC)cc(OC)c1.C[Si](C)(C)C#Cc1ccc(I)cc1. (3) Given the product CCOc1ccccc1OC(CCCCN1CCC(c2cccc(NC(=O)C(C)C)c2)CC1)c1ccccc1, predict the reactants needed to synthesize it. The reactants are: CC(C)C(=O)Nc1cccc(C2CCN(CCCCC(O)c3ccccc3)CC2)c1.CCOc1ccccc1O. (4) The reactants are: CC1=C2OC(C)(C(=O)Nc3ccc(-n4ccnc4)cc3)CC2C(C)C([N+](=O)[O-])=C1C. Given the product CC1=C(N)C(C)C2CC(C)(C(=O)Nc3ccc(-n4ccnc4)cc3)OC2=C1C, predict the reactants needed to synthesize it. (5) Given the product CN(C)CC[C@H](CSc1ccccc1)Nc1ccc(S(N)(=O)=O)cc1C(F)(F)F, predict the reactants needed to synthesize it. The reactants are: CN(C)CC[C@H](CSc1ccccc1)Nc1ccc(S(N)(=O)=O)cc1S(=O)(=O)C(F)(F)F. (6) Given the product O=C(c1ccncc1)N(Cc1cc(=O)[nH]c2ccccc12)c1ccccc1, predict the reactants needed to synthesize it. The reactants are: O=C(O)c1ccncc1.O=c1cc(CNc2ccccc2)c2ccccc2[nH]1. (7) The reactants are: O=Cc1ccc(F)nc1. Given the product OCc1ccc(F)nc1, predict the reactants needed to synthesize it.